Task: Predict the reaction yield, written as a fraction of the theoretical maximum amount of product (1.0 means a 100% yield; for example, 0.34 means a 34% yield).. Dataset: Reaction yield outcomes from USPTO patents with 853,638 reactions (1) The reactants are [N+:1]([C:4]1[CH:5]=[N:6][NH:7][CH:8]=1)([O-:3])=[O:2].[C:9]([O:13][C:14](O[C:14]([O:13][C:9]([CH3:12])([CH3:11])[CH3:10])=[O:15])=[O:15])([CH3:12])([CH3:11])[CH3:10]. The catalyst is CN(C)C1C=CN=CC=1.C(Cl)Cl. The product is [N+:1]([C:4]1[CH:5]=[N:6][N:7]([C:14]([O:13][C:9]([CH3:12])([CH3:11])[CH3:10])=[O:15])[CH:8]=1)([O-:3])=[O:2]. The yield is 1.00. (2) The reactants are [Cl:1][CH:2]([CH2:7][C:8]1[CH:13]=[CH:12][C:11]([CH2:14][CH2:15][O:16][C:17]2[CH:22]=[CH:21][C:20]([OH:23])=[CH:19][CH:18]=2)=[CH:10][CH:9]=1)[C:3]([O:5][CH3:6])=[O:4].C(N(CC)CC)C.[CH3:31][S:32](Cl)(=[O:34])=[O:33]. The catalyst is ClCCl. The product is [Cl:1][CH:2]([CH2:7][C:8]1[CH:13]=[CH:12][C:11]([CH2:14][CH2:15][O:16][C:17]2[CH:18]=[CH:19][C:20]([O:23][S:32]([CH3:31])(=[O:34])=[O:33])=[CH:21][CH:22]=2)=[CH:10][CH:9]=1)[C:3]([O:5][CH3:6])=[O:4]. The yield is 0.960.